From a dataset of NCI-60 drug combinations with 297,098 pairs across 59 cell lines. Regression. Given two drug SMILES strings and cell line genomic features, predict the synergy score measuring deviation from expected non-interaction effect. (1) Drug 1: C1=C(C(=O)NC(=O)N1)F. Drug 2: N.N.Cl[Pt+2]Cl. Cell line: NCI/ADR-RES. Synergy scores: CSS=32.2, Synergy_ZIP=-7.52, Synergy_Bliss=-3.83, Synergy_Loewe=-7.12, Synergy_HSA=-5.71. (2) Drug 1: C1=C(C(=O)NC(=O)N1)F. Drug 2: CC1=C(C=C(C=C1)C(=O)NC2=CC(=CC(=C2)C(F)(F)F)N3C=C(N=C3)C)NC4=NC=CC(=N4)C5=CN=CC=C5. Cell line: LOX IMVI. Synergy scores: CSS=35.7, Synergy_ZIP=-1.04, Synergy_Bliss=-2.30, Synergy_Loewe=-0.836, Synergy_HSA=-0.0520. (3) Drug 1: CC12CCC3C(C1CCC2=O)CC(=C)C4=CC(=O)C=CC34C. Drug 2: CC1=C2C(C(=O)C3(C(CC4C(C3C(C(C2(C)C)(CC1OC(=O)C(C(C5=CC=CC=C5)NC(=O)OC(C)(C)C)O)O)OC(=O)C6=CC=CC=C6)(CO4)OC(=O)C)O)C)O. Cell line: MDA-MB-231. Synergy scores: CSS=53.6, Synergy_ZIP=-8.26, Synergy_Bliss=-5.86, Synergy_Loewe=-18.3, Synergy_HSA=-4.57. (4) Drug 1: CCCCCOC(=O)NC1=NC(=O)N(C=C1F)C2C(C(C(O2)C)O)O. Drug 2: CN(CCCl)CCCl.Cl. Cell line: MDA-MB-435. Synergy scores: CSS=-0.0420, Synergy_ZIP=1.73, Synergy_Bliss=1.02, Synergy_Loewe=-5.77, Synergy_HSA=-2.90. (5) Drug 1: CCC1(CC2CC(C3=C(CCN(C2)C1)C4=CC=CC=C4N3)(C5=C(C=C6C(=C5)C78CCN9C7C(C=CC9)(C(C(C8N6C=O)(C(=O)OC)O)OC(=O)C)CC)OC)C(=O)OC)O.OS(=O)(=O)O. Drug 2: CS(=O)(=O)OCCCCOS(=O)(=O)C. Cell line: MDA-MB-231. Synergy scores: CSS=2.18, Synergy_ZIP=-2.47, Synergy_Bliss=-1.22, Synergy_Loewe=-0.767, Synergy_HSA=-0.356. (6) Drug 1: CNC(=O)C1=CC=CC=C1SC2=CC3=C(C=C2)C(=NN3)C=CC4=CC=CC=N4. Drug 2: CCCS(=O)(=O)NC1=C(C(=C(C=C1)F)C(=O)C2=CNC3=C2C=C(C=N3)C4=CC=C(C=C4)Cl)F. Cell line: UO-31. Synergy scores: CSS=4.52, Synergy_ZIP=-1.44, Synergy_Bliss=1.41, Synergy_Loewe=1.24, Synergy_HSA=1.26. (7) Drug 1: C1=C(C(=O)NC(=O)N1)N(CCCl)CCCl. Drug 2: CN(CC1=CN=C2C(=N1)C(=NC(=N2)N)N)C3=CC=C(C=C3)C(=O)NC(CCC(=O)O)C(=O)O. Cell line: TK-10. Synergy scores: CSS=14.9, Synergy_ZIP=-2.79, Synergy_Bliss=-3.34, Synergy_Loewe=-37.8, Synergy_HSA=-4.63. (8) Drug 1: CC1=C(C=C(C=C1)NC2=NC=CC(=N2)N(C)C3=CC4=NN(C(=C4C=C3)C)C)S(=O)(=O)N.Cl. Drug 2: CC1=CC=C(C=C1)C2=CC(=NN2C3=CC=C(C=C3)S(=O)(=O)N)C(F)(F)F. Cell line: MDA-MB-231. Synergy scores: CSS=15.4, Synergy_ZIP=2.72, Synergy_Bliss=5.94, Synergy_Loewe=5.29, Synergy_HSA=6.04.